From a dataset of Catalyst prediction with 721,799 reactions and 888 catalyst types from USPTO. Predict which catalyst facilitates the given reaction. Reactant: Br[C:2]1[C:3]([F:17])=[C:4]2[O:8][C:7]([CH:9]3[CH2:11][CH2:10]3)=[N:6][C:5]2=[C:12]([C:15]#[N:16])[C:13]=1[CH3:14].[F:18][C:19]1[CH:20]=[C:21](B(O)O)[CH:22]=[C:23]([F:25])[CH:24]=1.P([O-])([O-])([O-])=O.[K+].[K+].[K+].[Cl-].[NH4+]. Product: [CH:9]1([C:7]2[O:8][C:4]3[C:5](=[C:12]([C:15]#[N:16])[C:13]([CH3:14])=[C:2]([C:21]4[CH:20]=[C:19]([F:18])[CH:24]=[C:23]([F:25])[CH:22]=4)[C:3]=3[F:17])[N:6]=2)[CH2:11][CH2:10]1. The catalyst class is: 77.